Task: Predict the reactants needed to synthesize the given product.. Dataset: Full USPTO retrosynthesis dataset with 1.9M reactions from patents (1976-2016) (1) Given the product [ClH:22].[ClH:22].[F:41][C:6]1[CH:5]=[C:10]([CH2:17][NH2:18])[CH:9]=[CH:8][N:7]=1, predict the reactants needed to synthesize it. The reactants are: ON1[C:6]2[N:7]=[CH:8][CH:9]=[CH:10][C:5]=2N=N1.O1CCC([CH2:17][NH2:18])CC1.N=C=N.[Cl:22]C1C=C(Cl)C=CC=1NC1C=C(C(F)(F)[F:41])C(C(O)=O)=CN=1. (2) Given the product [Cl:1][C:2]1[CH:9]=[CH:8][CH:7]=[C:4]([CH:5]([OH:6])[CH:11]=[CH2:12])[C:3]=1[OH:10], predict the reactants needed to synthesize it. The reactants are: [Cl:1][C:2]1[C:3]([OH:10])=[C:4]([CH:7]=[CH:8][CH:9]=1)[CH:5]=[O:6].[CH:11]([Mg]Cl)=[CH2:12].[Cl-].[NH4+]. (3) Given the product [C:1]([O:5][C:6]([NH:8][C@H:9]([C:13]1[CH:18]=[CH:17][C:16]([O:19][CH2:25][CH2:24][O:23][CH3:22])=[CH:15][CH:14]=1)[C:10]([OH:12])=[O:11])=[O:7])([CH3:4])([CH3:2])[CH3:3], predict the reactants needed to synthesize it. The reactants are: [C:1]([O:5][C:6]([NH:8][C@H:9]([C:13]1[CH:18]=[CH:17][C:16]([OH:19])=[CH:15][CH:14]=1)[C:10]([OH:12])=[O:11])=[O:7])([CH3:4])([CH3:3])[CH3:2].[H-].[Na+].[CH3:22][O:23][CH2:24][CH2:25]Br. (4) The reactants are: [C:1]([C:4]1[S:18][C:7]2[O:8][C:9]3[CH:17]=[CH:16][CH:15]=[CH:14][C:10]=3[NH:11][C:12](=[O:13])[C:6]=2[CH:5]=1)([CH3:3])=[CH2:2].[H][H]. Given the product [CH:1]([C:4]1[S:18][C:7]2[O:8][C:9]3[CH:17]=[CH:16][CH:15]=[CH:14][C:10]=3[NH:11][C:12](=[O:13])[C:6]=2[CH:5]=1)([CH3:3])[CH3:2], predict the reactants needed to synthesize it.